From a dataset of Peptide-MHC class II binding affinity with 134,281 pairs from IEDB. Regression. Given a peptide amino acid sequence and an MHC pseudo amino acid sequence, predict their binding affinity value. This is MHC class II binding data. (1) The peptide sequence is NHIPGYKVQTNGPWM. The MHC is HLA-DQA10201-DQB10301 with pseudo-sequence HLA-DQA10201-DQB10301. The binding affinity (normalized) is 0. (2) The peptide sequence is KMIGGIGGFIKVRQYDQITI. The MHC is DRB1_0701 with pseudo-sequence DRB1_0701. The binding affinity (normalized) is 0.357. (3) The peptide sequence is NNRIWLQFAKLTGFT. The MHC is HLA-DPA10201-DPB10501 with pseudo-sequence HLA-DPA10201-DPB10501. The binding affinity (normalized) is 0.603. (4) The peptide sequence is TDDNEEPIAPYHFDL. The MHC is DRB3_0202 with pseudo-sequence DRB3_0202. The binding affinity (normalized) is 0.0157.